Dataset: Forward reaction prediction with 1.9M reactions from USPTO patents (1976-2016). Task: Predict the product of the given reaction. (1) Given the reactants [N:1]1([C:7]2[C:8]3[S:28][C:27]([CH2:29][N:30]4[CH2:35][CH2:34][N:33]([C:36]([CH3:41])([CH3:40])[C:37]([NH2:39])=[O:38])[CH2:32][CH2:31]4)=[CH:26][C:9]=3[N:10]=[C:11]([Sn](CCCC)(CCCC)CCCC)[N:12]=2)[CH2:6][CH2:5][O:4][CH2:3][CH2:2]1.C(OC([N:49]1[C:53]2=[CH:54][N:55]=[CH:56][CH:57]=[C:52]2[C:51](Br)=[CH:50]1)=O)(C)(C)C, predict the reaction product. The product is: [CH3:41][C:36]([N:33]1[CH2:32][CH2:31][N:30]([CH2:29][C:27]2[S:28][C:8]3[C:7]([N:1]4[CH2:6][CH2:5][O:4][CH2:3][CH2:2]4)=[N:12][C:11]([C:51]4[C:52]5[C:53](=[CH:54][N:55]=[CH:56][CH:57]=5)[NH:49][CH:50]=4)=[N:10][C:9]=3[CH:26]=2)[CH2:35][CH2:34]1)([CH3:40])[C:37]([NH2:39])=[O:38]. (2) Given the reactants [OH:1][C:2]1[CH:9]=[C:8]([O:10][CH3:11])[CH:7]=[CH:6][C:3]=1[CH:4]=[O:5].[CH2:12](Br)[CH:13]=[CH2:14].C(=O)([O-])[O-].[K+].[K+], predict the reaction product. The product is: [CH2:14]([O:1][C:2]1[CH:9]=[C:8]([O:10][CH3:11])[CH:7]=[CH:6][C:3]=1[CH:4]=[O:5])[CH:13]=[CH2:12]. (3) The product is: [Cl:1][C:2]1[CH:7]=[C:6]([O:8][C:9]2[CH:10]=[CH:11][C:12]([Cl:15])=[CH:13][CH:14]=2)[CH:5]=[CH:4][C:3]=1[C:16]([O:25][CH2:28][CH3:29])([CH2:23][CH3:24])[CH2:17][N:18]1[CH:22]=[N:21][CH:20]=[N:19]1. Given the reactants [Cl:1][C:2]1[CH:7]=[C:6]([O:8][C:9]2[CH:14]=[CH:13][C:12]([Cl:15])=[CH:11][CH:10]=2)[CH:5]=[CH:4][C:3]=1[C:16]([OH:25])([CH2:23][CH3:24])[CH2:17][N:18]1[CH:22]=[N:21][CH:20]=[N:19]1.[H-].[Na+].[CH2:28](I)[CH3:29].[Cl-].[Na+], predict the reaction product. (4) Given the reactants [Cl:1][S:2]([OH:5])(=O)=[O:3].[C:6]([NH:9][C:10]1[C:11]([CH3:16])=[CH:12][CH:13]=[CH:14][CH:15]=1)(=[O:8])[CH3:7].COCC(NC1C=CC=CC=1)=O, predict the reaction product. The product is: [C:6]([NH:9][C:10]1[CH:15]=[C:14]([S:2]([Cl:1])(=[O:5])=[O:3])[CH:13]=[CH:12][C:11]=1[CH3:16])(=[O:8])[CH3:7]. (5) Given the reactants [CH3:1][C:2]1[CH:7]=[C:6]([O:8][CH:9]2[CH2:14][CH2:13][O:12][CH2:11][CH2:10]2)[CH:5]=[CH:4][C:3]=1[C:15]1[C:19]2[CH:20]=[C:21]([CH2:24]O)[CH:22]=[CH:23][C:18]=2[S:17][CH:16]=1.P(Br)(Br)[Br:27], predict the reaction product. The product is: [Br:27][CH2:24][C:21]1[CH:22]=[CH:23][C:18]2[S:17][CH:16]=[C:15]([C:3]3[CH:4]=[CH:5][C:6]([O:8][CH:9]4[CH2:14][CH2:13][O:12][CH2:11][CH2:10]4)=[CH:7][C:2]=3[CH3:1])[C:19]=2[CH:20]=1.